From a dataset of Catalyst prediction with 721,799 reactions and 888 catalyst types from USPTO. Predict which catalyst facilitates the given reaction. (1) Reactant: [Br:1][C:2]1[C:7]([F:8])=[CH:6][C:5]([N:9]2[C:18]3[C:13](=[CH:14][C:15]([S:19](OC4C(F)=C(F)C(F)=C(F)C=4F)(=[O:21])=[O:20])=[CH:16][CH:17]=3)[CH:12]=[CH:11][C:10]2=[O:34])=[C:4]([CH3:35])[CH:3]=1.[O:36]1[CH:40]=[CH:39][C:38]([NH2:41])=[N:37]1.C1COCC1.C[Si]([N-][Si](C)(C)C)(C)C.[Li+]. Product: [Br:1][C:2]1[C:7]([F:8])=[CH:6][C:5]([N:9]2[C:18]3[C:13](=[CH:14][C:15]([S:19]([NH:41][C:38]4[CH:39]=[CH:40][O:36][N:37]=4)(=[O:21])=[O:20])=[CH:16][CH:17]=3)[CH:12]=[CH:11][C:10]2=[O:34])=[C:4]([CH3:35])[CH:3]=1. The catalyst class is: 818. (2) Reactant: [CH2:1]([Cl:3])Cl.[Li]CCCC.C[B:10]([OH:12])[OH:11].[OH:13][C:14]([C:17]([OH:20])([CH3:19])[CH3:18])([CH3:16])[CH3:15]. Product: [Cl:3][CH:1]([B:10]([OH:12])[OH:11])[CH3:14].[OH:13][C:14]([C:17]([OH:20])([CH3:19])[CH3:18])([CH3:16])[CH3:15]. The catalyst class is: 1. (3) Reactant: Cl.Cl.[NH:3]1[CH2:8][CH2:7][CH:6]([CH2:9][NH:10][C:11]([C:13]2[CH:36]=[CH:35][C:16]3[N:17]([CH2:31][CH2:32][O:33][CH3:34])[C:18]([NH:20][C:21]4[S:22][C:23]5[CH:29]=[C:28]([Cl:30])[CH:27]=[CH:26][C:24]=5[N:25]=4)=[N:19][C:15]=3[CH:14]=2)=[O:12])[CH2:5][CH2:4]1.[O:37]1CC(O)O[CH2:39][CH:38]1O.[BH-](OC(C)=O)(OC(C)=O)OC(C)=O.[Na+]. The catalyst class is: 2. Product: [OH:37][CH2:38][CH2:39][N:3]1[CH2:8][CH2:7][CH:6]([CH2:9][NH:10][C:11]([C:13]2[CH:36]=[CH:35][C:16]3[N:17]([CH2:31][CH2:32][O:33][CH3:34])[C:18]([NH:20][C:21]4[S:22][C:23]5[CH:29]=[C:28]([Cl:30])[CH:27]=[CH:26][C:24]=5[N:25]=4)=[N:19][C:15]=3[CH:14]=2)=[O:12])[CH2:5][CH2:4]1.